From a dataset of Peptide-MHC class II binding affinity with 134,281 pairs from IEDB. Regression. Given a peptide amino acid sequence and an MHC pseudo amino acid sequence, predict their binding affinity value. This is MHC class II binding data. (1) The peptide sequence is DLILFDWPTHMLQLA. The MHC is HLA-DPA10301-DPB10402 with pseudo-sequence HLA-DPA10301-DPB10402. The binding affinity (normalized) is 0.553. (2) The peptide sequence is ISSMVEAMVSRARID. The MHC is DRB1_0901 with pseudo-sequence DRB1_0901. The binding affinity (normalized) is 0.475. (3) The binding affinity (normalized) is 0.455. The MHC is HLA-DQA10501-DQB10301 with pseudo-sequence HLA-DQA10501-DQB10301. The peptide sequence is EKFYFAATQFEPLAA. (4) The peptide sequence is EEMFKKRNLTIMDLH. The MHC is DRB1_0901 with pseudo-sequence DRB1_0901. The binding affinity (normalized) is 0.148. (5) The MHC is HLA-DPA10103-DPB10301 with pseudo-sequence HLA-DPA10103-DPB10301. The binding affinity (normalized) is 0.547. The peptide sequence is AFKVHATAANAAPAN. (6) The peptide sequence is YFKGNFERLAITKGK. The MHC is DRB1_0701 with pseudo-sequence DRB1_0701. The binding affinity (normalized) is 0.330. (7) The peptide sequence is SGSAASMVNGVIKIL. The MHC is DRB3_0101 with pseudo-sequence DRB3_0101. The binding affinity (normalized) is 0. (8) The peptide sequence is SEDLGKTFSVGTGNC. The MHC is DRB1_0801 with pseudo-sequence DRB1_0801. The binding affinity (normalized) is 0.164. (9) The peptide sequence is WCCRSCTMPPVSFHG. The MHC is DRB4_0103 with pseudo-sequence DRB4_0103. The binding affinity (normalized) is 0. (10) The peptide sequence is SLILVSQYTPDSTPC. The MHC is DRB1_0301 with pseudo-sequence DRB1_0301. The binding affinity (normalized) is 0.0581.